This data is from Forward reaction prediction with 1.9M reactions from USPTO patents (1976-2016). The task is: Predict the product of the given reaction. (1) Given the reactants [F:1][C:2]1[C:3]([CH2:24][NH:25][CH3:26])=[CH:4][N:5]([S:14]([C:17]2[C:18]([CH3:23])=[N:19][CH:20]=[CH:21][CH:22]=2)(=[O:16])=[O:15])[C:6]=1[C:7]1[C:8]([F:13])=[N:9][CH:10]=[CH:11][CH:12]=1.[C:27]([OH:34])(=[O:33])/[CH:28]=[CH:29]/[C:30]([OH:32])=[O:31], predict the reaction product. The product is: [C:27]([OH:34])(=[O:33])/[CH:28]=[CH:29]/[C:30]([OH:32])=[O:31].[F:1][C:2]1[C:3]([CH2:24][NH:25][CH3:26])=[CH:4][N:5]([S:14]([C:17]2[C:18]([CH3:23])=[N:19][CH:20]=[CH:21][CH:22]=2)(=[O:16])=[O:15])[C:6]=1[C:7]1[C:8]([F:13])=[N:9][CH:10]=[CH:11][CH:12]=1. (2) Given the reactants [Cl:1][C:2]1[CH:3]=[C:4]([C:12]2[O:16][N:15]=[C:14]([C:17]3[CH:22]=[CH:21][C:20]([O:23][CH2:24][C:25]([O:27]CC)=[O:26])=[CH:19][C:18]=3[CH3:30])[N:13]=2)[CH:5]=[CH:6][C:7]=1[O:8][CH:9]([CH3:11])[CH3:10].[OH-].[Na+], predict the reaction product. The product is: [Cl:1][C:2]1[CH:3]=[C:4]([C:12]2[O:16][N:15]=[C:14]([C:17]3[CH:22]=[CH:21][C:20]([O:23][CH2:24][C:25]([OH:27])=[O:26])=[CH:19][C:18]=3[CH3:30])[N:13]=2)[CH:5]=[CH:6][C:7]=1[O:8][CH:9]([CH3:10])[CH3:11]. (3) Given the reactants [CH2:1]([O:8][C:9]1[CH:10]=[C:11]([CH:16]=[C:17]([O:19][C@@H:20]([CH3:24])[CH2:21][O:22][CH3:23])[CH:18]=1)[C:12]([O:14]C)=[O:13])[C:2]1[CH:7]=[CH:6][CH:5]=[CH:4][CH:3]=1.[OH-].[Na+], predict the reaction product. The product is: [CH2:1]([O:8][C:9]1[CH:10]=[C:11]([CH:16]=[C:17]([O:19][C@@H:20]([CH3:24])[CH2:21][O:22][CH3:23])[CH:18]=1)[C:12]([OH:14])=[O:13])[C:2]1[CH:3]=[CH:4][CH:5]=[CH:6][CH:7]=1. (4) Given the reactants [NH2:1][C:2]1[N:10]=[CH:9][N:8]=[C:7]2[C:3]=1[N:4]=[CH:5][N:6]2[C@@H:11]1[O:15][C@H:14]([CH2:16][N:17]([CH:35]2[CH2:38][CH2:37][CH2:36]2)[CH2:18][CH2:19][CH2:20][NH:21][C:22](NC2C=CC(C(C)(C)C)=CC=2)=[O:23])[C@@H:13]([OH:39])[C@H:12]1[OH:40].[C:41]1(=[O:45])[CH2:44][CH2:43][CH2:42]1.[BH3-]C#N.[Na+], predict the reaction product. The product is: [NH2:1][C:2]1[N:10]=[CH:9][N:8]=[C:7]2[C:3]=1[N:4]=[CH:5][N:6]2[C@H:11]1[C@@H:12]2[O:40][C:12]([CH3:13])([CH3:11])[O:39][C@@H:13]2[C@@H:14]([CH2:16][N:17]([CH:35]2[CH2:38][CH2:37][CH2:36]2)[CH2:18][CH2:19][CH2:20][N:21]2[C:22](=[O:23])[C:43]3[C:44](=[CH:2][CH:3]=[CH:7][CH:42]=3)[C:41]2=[O:45])[O:15]1. (5) Given the reactants C([O:4][C@@H:5]1[C@H:9]([O:10]C(=O)C)[C@@H:8]([CH2:14][O:15]C(=O)C)[O:7][C@H:6]1[N:19]1[C:28]2[N:27]=[C:26]([I:29])[N:25]=[C:23]([NH2:24])[C:22]=2[N:21]=[C:20]1Br)(=O)C.[CH3:31][NH2:32], predict the reaction product. The product is: [I:29][C:26]1[N:25]=[C:23]([NH2:24])[C:22]2[N:21]=[C:20]([NH:32][CH3:31])[N:19]([C:28]=2[N:27]=1)[C@@H:6]1[O:7][C@H:8]([CH2:14][OH:15])[C@@H:9]([OH:10])[C@H:5]1[OH:4]. (6) Given the reactants [CH3:1][C:2]1([CH3:24])[CH2:6][N:5]([C:7]([O:9][C:10]([CH3:13])([CH3:12])[CH3:11])=[O:8])[C@@H:4]([C:14]([O:16]CC2C=CC=CC=2)=[O:15])[CH2:3]1.O[Li].O, predict the reaction product. The product is: [C:10]([O:9][C:7]([N:5]1[CH2:6][C:2]([CH3:24])([CH3:1])[CH2:3][C@@H:4]1[C:14]([OH:16])=[O:15])=[O:8])([CH3:13])([CH3:11])[CH3:12]. (7) The product is: [I:1][C:2]1[CH:3]=[C:4]2[C:9](=[CH:10][CH:11]=1)[N:8]=[CH:7][N:6]=[C:5]2[NH:29][C:28]1[CH:30]=[CH:31][C:32]([O:33][CH2:34][C:35]2[CH:40]=[CH:39][CH:38]=[C:37]([F:41])[CH:36]=2)=[C:26]([Cl:25])[CH:27]=1. Given the reactants [I:1][C:2]1[CH:3]=[C:4]2[C:9](=[CH:10][CH:11]=1)[N:8]=[CH:7][NH:6][C:5]2=O.P(Cl)(Cl)(Cl)=O.C(N(CC)CC)C.[Cl:25][C:26]1[CH:27]=[C:28]([CH:30]=[CH:31][C:32]=1[O:33][CH2:34][C:35]1[CH:40]=[CH:39][CH:38]=[C:37]([F:41])[CH:36]=1)[NH2:29], predict the reaction product. (8) Given the reactants [O:1]([C:8]1[CH:13]=[CH:12][C:11]([C:14]2[C:22]3[C:17](=[N:18][CH:19]=[N:20][C:21]=3[NH2:23])[N:16]([C@@H:24]3[CH2:29][CH2:28][CH2:27][NH:26][CH2:25]3)[N:15]=2)=[CH:10][CH:9]=1)[C:2]1[CH:7]=[CH:6][CH:5]=[CH:4][CH:3]=1.[C:30](O)(=[O:33])[CH2:31][OH:32].C(N(CC)CC)C.CN(C(ON1N=NC2C=CC=NC1=2)=[N+](C)C)C.F[P-](F)(F)(F)(F)F, predict the reaction product. The product is: [NH2:23][C:21]1[N:20]=[CH:19][N:18]=[C:17]2[N:16]([C@@H:24]3[CH2:29][CH2:28][CH2:27][N:26]([C:31](=[O:32])[CH2:30][OH:33])[CH2:25]3)[N:15]=[C:14]([C:11]3[CH:10]=[CH:9][C:8]([O:1][C:2]4[CH:7]=[CH:6][CH:5]=[CH:4][CH:3]=4)=[CH:13][CH:12]=3)[C:22]=12. (9) Given the reactants [C:1]1([C:7]2[CH:12]=[CH:11][CH:10]=[C:9]([C:13]3[CH:18]=[CH:17][C:16](/[C:19](/[CH3:23])=[CH:20]/[CH2:21][OH:22])=[CH:15][CH:14]=3)[CH:8]=2)[CH:6]=[CH:5][CH:4]=[CH:3][CH:2]=1.[CH2:24]([O:26][C@@H:27]([CH2:33][C:34]1[CH:39]=[CH:38][C:37](O)=[CH:36][CH:35]=1)[C:28]([O:30][CH2:31][CH3:32])=[O:29])[CH3:25], predict the reaction product. The product is: [CH2:24]([O:26][C@@H:27]([CH2:33][C:34]1[CH:35]=[CH:36][C:37]([O:22][CH2:21]/[CH:20]=[C:19](/[C:16]2[CH:15]=[CH:14][C:13]([C:9]3[CH:8]=[C:7]([C:1]4[CH:2]=[CH:3][CH:4]=[CH:5][CH:6]=4)[CH:12]=[CH:11][CH:10]=3)=[CH:18][CH:17]=2)\[CH3:23])=[CH:38][CH:39]=1)[C:28]([O:30][CH2:31][CH3:32])=[O:29])[CH3:25]. (10) Given the reactants [F:1][C:2]1[CH:3]=[C:4]([N+:19]([O-:21])=[O:20])[C:5]([NH:9][C@H:10]([C:12]2[N:17]=[CH:16][C:15]([F:18])=[CH:14][N:13]=2)[CH3:11])=[N:6][C:7]=1F.[CH:22]([O:25][C:26]1[NH:30][N:29]=[C:28]([NH2:31])[CH:27]=1)([CH3:24])[CH3:23], predict the reaction product. The product is: [F:1][C:2]1[C:7]([NH:31][C:28]2[CH:27]=[C:26]([O:25][CH:22]([CH3:24])[CH3:23])[NH:30][N:29]=2)=[N:6][C:5]([NH:9][C@H:10]([C:12]2[N:17]=[CH:16][C:15]([F:18])=[CH:14][N:13]=2)[CH3:11])=[C:4]([N+:19]([O-:21])=[O:20])[CH:3]=1.